This data is from Full USPTO retrosynthesis dataset with 1.9M reactions from patents (1976-2016). The task is: Predict the reactants needed to synthesize the given product. (1) The reactants are: C(O)(C(F)(F)F)=O.[NH2:8][C:9](=[O:45])[CH2:10][C:11]1[CH:44]=[CH:43][CH:42]=[CH:41][C:12]=1[CH2:13][CH2:14][C:15]1[C:20]([CH3:21])=[CH:19][N:18]=[C:17]([NH:22][C:23]2[CH:24]=[N:25][N:26]([CH:28]3[CH2:33][CH2:32][N:31](C(OC(C)(C)C)=O)[CH2:30][CH2:29]3)[CH:27]=2)[N:16]=1. Given the product [CH3:21][C:20]1[C:15]([CH2:14][CH2:13][C:12]2[CH:41]=[CH:42][CH:43]=[CH:44][C:11]=2[CH2:10][C:9]([NH2:8])=[O:45])=[N:16][C:17]([NH:22][C:23]2[CH:24]=[N:25][N:26]([CH:28]3[CH2:33][CH2:32][NH:31][CH2:30][CH2:29]3)[CH:27]=2)=[N:18][CH:19]=1, predict the reactants needed to synthesize it. (2) Given the product [CH3:1][C:2]1([CH3:37])[CH2:6][O:5][C:4]2=[CH:7][C:8]3[O:9][CH2:10][C:11]4([C:35]=3[CH:36]=[C:3]12)[C:19]1[C:14](=[CH:15][CH:16]=[CH:17][CH:18]=1)[N:13]([CH2:20][CH:21]1[CH2:22][CH2:23][NH:24][CH2:25][CH2:26]1)[C:12]4=[O:34], predict the reactants needed to synthesize it. The reactants are: [CH3:1][C:2]1([CH3:37])[CH2:6][O:5][C:4]2=[CH:7][C:8]3[O:9][CH2:10][C:11]4([C:35]=3[CH:36]=[C:3]12)[C:19]1[C:14](=[CH:15][CH:16]=[CH:17][CH:18]=1)[N:13]([CH2:20][CH:21]1[CH2:26][CH2:25][N:24](C(OC(C)(C)C)=O)[CH2:23][CH2:22]1)[C:12]4=[O:34].Br. (3) Given the product [F:25][C:26]1[CH:27]=[C:28]([C:2]2[N:3]=[C:4]([N:19]3[CH2:24][CH2:23][O:22][CH2:21][CH2:20]3)[C:5]3[S:10][C:9]([CH2:11][N:12]4[CH2:17][CH2:16][N:15]([CH3:18])[CH2:14][CH2:13]4)=[CH:8][C:6]=3[N:7]=2)[CH:29]=[C:30]([O:33][CH2:34][C:35]2[CH:40]=[CH:39][C:38]([O:41][CH3:42])=[CH:37][CH:36]=2)[C:31]=1[F:32], predict the reactants needed to synthesize it. The reactants are: Cl[C:2]1[N:3]=[C:4]([N:19]2[CH2:24][CH2:23][O:22][CH2:21][CH2:20]2)[C:5]2[S:10][C:9]([CH2:11][N:12]3[CH2:17][CH2:16][N:15]([CH3:18])[CH2:14][CH2:13]3)=[CH:8][C:6]=2[N:7]=1.[F:25][C:26]1[CH:27]=[C:28](B2OC(C)(C)C(C)(C)O2)[CH:29]=[C:30]([O:33][CH2:34][C:35]2[CH:40]=[CH:39][C:38]([O:41][CH3:42])=[CH:37][CH:36]=2)[C:31]=1[F:32]. (4) Given the product [CH3:34][S:31]([C:28]1[N:29]=[CH:30][C:25]([NH:1][C@H:2]2[CH2:6][CH2:5][N:4]([CH:7]3[CH2:12][CH2:11][N:10]([C:13]([O:15][CH2:16][C:17]4[CH:22]=[CH:21][CH:20]=[CH:19][CH:18]=4)=[O:14])[CH2:9][CH2:8]3)[C:3]2=[O:23])=[CH:26][CH:27]=1)(=[O:33])=[O:32], predict the reactants needed to synthesize it. The reactants are: [NH2:1][C@H:2]1[CH2:6][CH2:5][N:4]([CH:7]2[CH2:12][CH2:11][N:10]([C:13]([O:15][CH2:16][C:17]3[CH:22]=[CH:21][CH:20]=[CH:19][CH:18]=3)=[O:14])[CH2:9][CH2:8]2)[C:3]1=[O:23].Br[C:25]1[CH:26]=[CH:27][C:28]([S:31]([CH3:34])(=[O:33])=[O:32])=[N:29][CH:30]=1.C(=O)([O-])[O-].[Cs+].[Cs+]. (5) Given the product [F:25][C:22]1[CH:23]=[CH:24][C:19]([C@:13]2([CH2:16][CH2:17][OH:18])[O:12][C:11](=[O:26])[N:10]([C@H:8]([C:5]3[CH:6]=[CH:7][C:2]([C:32]4[CH:33]=[N:34][C:29]([O:28][CH3:27])=[CH:30][CH:31]=4)=[CH:3][CH:4]=3)[CH3:9])[CH2:15][CH2:14]2)=[CH:20][CH:21]=1, predict the reactants needed to synthesize it. The reactants are: Br[C:2]1[CH:7]=[CH:6][C:5]([C@@H:8]([N:10]2[CH2:15][CH2:14][C@@:13]([C:19]3[CH:24]=[CH:23][C:22]([F:25])=[CH:21][CH:20]=3)([CH2:16][CH2:17][OH:18])[O:12][C:11]2=[O:26])[CH3:9])=[CH:4][CH:3]=1.[CH3:27][O:28][C:29]1[N:34]=[CH:33][C:32](B(O)O)=[CH:31][CH:30]=1. (6) The reactants are: [O:1]1[CH2:6][CH2:5][N:4]([C:7]2[C:8]3[N:9]([CH:13]=[C:14]([C:16](OCC)=[O:17])[N:15]=3)[CH:10]=[CH:11][N:12]=2)[CH2:3][CH2:2]1.[H-].[H-].[H-].[H-].[Li+].[Al+3]. Given the product [O:1]1[CH2:2][CH2:3][N:4]([C:7]2[C:8]3[N:9]([CH:13]=[C:14]([CH2:16][OH:17])[N:15]=3)[CH:10]=[CH:11][N:12]=2)[CH2:5][CH2:6]1, predict the reactants needed to synthesize it. (7) Given the product [CH3:1][C:2]1[CH:7]=[C:6]([CH3:8])[CH:5]=[CH:4][C:3]=1[N:9]1[CH2:14][CH2:13][N:12]([C:15]([C:17]2[CH:22]=[CH:21][C:20]([N:25]3[CH2:26][CH2:27][S:24]3(=[O:29])=[O:28])=[CH:19][CH:18]=2)=[O:16])[CH2:11][CH2:10]1, predict the reactants needed to synthesize it. The reactants are: [CH3:1][C:2]1[CH:7]=[C:6]([CH3:8])[CH:5]=[CH:4][C:3]=1[N:9]1[CH2:14][CH2:13][N:12]([C:15]([C:17]2[CH:22]=[CH:21][C:20](I)=[CH:19][CH:18]=2)=[O:16])[CH2:11][CH2:10]1.[S:24]1(=[O:29])(=[O:28])[CH2:27][CH2:26][NH:25]1. (8) Given the product [Br:25][C:26]1[CH:34]=[CH:33][C:29]([C:30]([NH:53][CH2:52][C:51]2[CH:54]=[CH:55][C:56]([F:58])=[CH:57][C:50]=2[Cl:49])=[O:31])=[C:28]([NH:35][S:36]([C:39]2[C:40]3[N:41]=[CH:42][CH:43]=[N:44][C:45]=3[CH:46]=[CH:47][CH:48]=2)(=[O:38])=[O:37])[CH:27]=1, predict the reactants needed to synthesize it. The reactants are: CN(C(ON1N=NC2C=CC=NC1=2)=[N+](C)C)C.F[P-](F)(F)(F)(F)F.[Br:25][C:26]1[CH:34]=[CH:33][C:29]([C:30](O)=[O:31])=[C:28]([NH:35][S:36]([C:39]2[C:40]3[N:41]=[CH:42][CH:43]=[N:44][C:45]=3[CH:46]=[CH:47][CH:48]=2)(=[O:38])=[O:37])[CH:27]=1.[Cl:49][C:50]1[CH:57]=[C:56]([F:58])[CH:55]=[CH:54][C:51]=1[CH2:52][NH2:53]. (9) Given the product [CH3:9][C:4]1[CH:5]=[C:6]([C:16]2[CH:15]=[CH:14][CH:13]=[C:12]([C:10]#[N:11])[CH:17]=2)[N:7]=[C:2]([NH2:1])[N:3]=1, predict the reactants needed to synthesize it. The reactants are: [NH2:1][C:2]1[N:7]=[C:6](Cl)[CH:5]=[C:4]([CH3:9])[N:3]=1.[C:10]([C:12]1[CH:13]=[C:14](B(O)O)[CH:15]=[CH:16][CH:17]=1)#[N:11].